From a dataset of Catalyst prediction with 721,799 reactions and 888 catalyst types from USPTO. Predict which catalyst facilitates the given reaction. (1) Product: [OH:8][C:9]1[CH:10]=[C:11]([CH:23]=[CH:24][CH:25]=1)[O:12][C:13]1[CH:14]=[CH:15][C:16]2[CH2:20][O:19][B:18]([OH:21])[C:17]=2[CH:22]=1. The catalyst class is: 99. Reactant: C([O:8][C:9]1[CH:10]=[C:11]([CH:23]=[CH:24][CH:25]=1)[O:12][C:13]1[CH:14]=[CH:15][C:16]2[CH2:20][O:19][B:18]([OH:21])[C:17]=2[CH:22]=1)C1C=CC=CC=1. (2) Reactant: Cl[C:2]1[CH:11]=[C:10]2[C:5]([C:6](=[O:12])[NH:7][CH:8]=[N:9]2)=[CH:4][C:3]=1[N+:13]([O-:15])=[O:14].[Na+].[C:17]1([S:23]([O-:25])=[O:24])[CH:22]=[CH:21][CH:20]=[CH:19][CH:18]=1. Product: [N+:13]([C:3]1[CH:4]=[C:5]2[C:10](=[CH:11][C:2]=1[S:23]([C:17]1[CH:22]=[CH:21][CH:20]=[CH:19][CH:18]=1)(=[O:25])=[O:24])[N:9]=[CH:8][NH:7][C:6]2=[O:12])([O-:15])=[O:14]. The catalyst class is: 18. (3) Reactant: [F:1][C:2]1[C:3]([NH:18][CH:19]([C:24]([CH3:27])([CH3:26])[CH3:25])[CH2:20][C:21]([NH2:23])=O)=[N:4][C:5]([C:8]2[C:16]3[C:11](=[N:12][CH:13]=[C:14]([F:17])[CH:15]=3)[NH:10][CH:9]=2)=[N:6][CH:7]=1.FC(F)(F)C(OC(=O)C(F)(F)F)=O. The catalyst class is: 17. Product: [F:1][C:2]1[C:3]([NH:18][CH:19]([C:24]([CH3:27])([CH3:26])[CH3:25])[CH2:20][C:21]#[N:23])=[N:4][C:5]([C:8]2[C:16]3[C:11](=[N:12][CH:13]=[C:14]([F:17])[CH:15]=3)[NH:10][CH:9]=2)=[N:6][CH:7]=1. (4) Reactant: C[O:2][C:3]([C:5]1[C:13]2[C:8](=[CH:9][C:10]([C:14]3[CH:19]=[CH:18][C:17]([O:20][CH2:21][C:22]4[C:23]([C:30]5[C:35]([Cl:36])=[CH:34][CH:33]=[CH:32][C:31]=5[Cl:37])=[N:24][O:25][C:26]=4[CH:27]([CH3:29])[CH3:28])=[CH:16][C:15]=3[CH3:38])=[CH:11][CH:12]=2)[N:7]([CH:39]([CH3:41])[CH3:40])[C:6]=1[CH3:42])=[O:4].[OH-].[Na+].Cl. Product: [Cl:36][C:35]1[CH:34]=[CH:33][CH:32]=[C:31]([Cl:37])[C:30]=1[C:23]1[C:22]([CH2:21][O:20][C:17]2[CH:18]=[CH:19][C:14]([C:10]3[CH:9]=[C:8]4[C:13]([C:5]([C:3]([OH:4])=[O:2])=[C:6]([CH3:42])[N:7]4[CH:39]([CH3:40])[CH3:41])=[CH:12][CH:11]=3)=[C:15]([CH3:38])[CH:16]=2)=[C:26]([CH:27]([CH3:29])[CH3:28])[O:25][N:24]=1. The catalyst class is: 5.